Dataset: Reaction yield outcomes from USPTO patents with 853,638 reactions. Task: Predict the reaction yield, written as a fraction of the theoretical maximum amount of product (1.0 means a 100% yield; for example, 0.34 means a 34% yield). (1) The reactants are [O:1]=[C:2]1[CH2:7][CH2:6][NH:5][CH2:4][CH:3]1[C:8]([O:10][CH2:11][CH3:12])=[O:9].C([O-])(O)=O.[Na+].[CH3:18][C:19]([O:22][C:23](O[C:23]([O:22][C:19]([CH3:21])([CH3:20])[CH3:18])=[O:24])=[O:24])([CH3:21])[CH3:20]. The catalyst is C(Cl)(Cl)Cl.O. The product is [O:1]=[C:2]1[CH2:7][CH2:6][N:5]([C:23]([O:22][C:19]([CH3:21])([CH3:20])[CH3:18])=[O:24])[CH2:4][CH:3]1[C:8]([O:10][CH2:11][CH3:12])=[O:9]. The yield is 0.860. (2) The reactants are [N:1]1([CH:7]2[CH2:12][CH2:11][N:10]([C:13](=[O:54])[C@H:14]([NH:34][C:35]([N:37]3[CH2:42][CH2:41][CH:40]([N:43]4[CH2:52][C:51]5[C:46](=[CH:47][CH:48]=[CH:49][CH:50]=5)[NH:45][C:44]4=[O:53])[CH2:39][CH2:38]3)=[O:36])[CH2:15][C:16]3[CH:17]=[C:18]4[C:22](=[CH:23][CH:24]=3)[N:21](S(CC[Si](C)(C)C)(=O)=O)[N:20]=[CH:19]4)[CH2:9][CH2:8]2)[CH2:6][CH2:5][CH2:4][CH2:3][CH2:2]1.[F-].[Cs+]. The catalyst is C(#N)C. The product is [N:1]1([CH:7]2[CH2:8][CH2:9][N:10]([C:13](=[O:54])[C@H:14]([NH:34][C:35]([N:37]3[CH2:38][CH2:39][CH:40]([N:43]4[CH2:52][C:51]5[C:46](=[CH:47][CH:48]=[CH:49][CH:50]=5)[NH:45][C:44]4=[O:53])[CH2:41][CH2:42]3)=[O:36])[CH2:15][C:16]3[CH:17]=[C:18]4[C:22](=[CH:23][CH:24]=3)[NH:21][N:20]=[CH:19]4)[CH2:11][CH2:12]2)[CH2:2][CH2:3][CH2:4][CH2:5][CH2:6]1. The yield is 0.630. (3) The reactants are [CH:1]([O:4][C:5]([N:7]1[CH2:12][CH2:11][CH:10]([O:13][C:14]2[C:19]([O:20][CH3:21])=[C:18]([NH:22][C:23]3[C:24]([CH3:34])=[N:25][C:26]([NH:29][CH2:30][CH2:31][O:32]C)=[CH:27][CH:28]=3)[N:17]=[CH:16][N:15]=2)[CH2:9][CH2:8]1)=[O:6])([CH3:3])[CH3:2].I[Si](C)(C)C. The product is [CH:1]([O:4][C:5]([N:7]1[CH2:8][CH2:9][CH:10]([O:13][C:14]2[C:19]([O:20][CH3:21])=[C:18]([NH:22][C:23]3[C:24]([CH3:34])=[N:25][C:26]([NH:29][CH2:30][CH2:31][OH:32])=[CH:27][CH:28]=3)[N:17]=[CH:16][N:15]=2)[CH2:11][CH2:12]1)=[O:6])([CH3:2])[CH3:3]. The yield is 0.370. The catalyst is C(Cl)Cl. (4) The reactants are [CH3:1][C:2]1[C:9]2[C:8]([CH3:10])=[CH:7][S:6][C:5]=2[S:4][C:3]=1[CH:11]=O.[CH3:13][N:14]1C2C(=CC=CC=2)C=C1C=O. No catalyst specified. The product is [CH3:1][C:2]1[C:9]2[C:8]([CH3:10])=[CH:7][S:6][C:5]=2[S:4][C:3]=1[CH2:11][NH:14][CH3:13]. The yield is 0.530.